From a dataset of Experimentally validated miRNA-target interactions with 360,000+ pairs, plus equal number of negative samples. Binary Classification. Given a miRNA mature sequence and a target amino acid sequence, predict their likelihood of interaction. The miRNA is hsa-miR-6883-5p with sequence AGGGAGGGUGUGGUAUGGAUGU. The protein sequence of the target gene is MPLEMEPKMSKLAFGCQRSSTSDDDSGCALEEYAWVPPGLRPEQIQLYFACLPEEKVPYVNSPGEKHRIKQLLYQLPPHDNEVRYCQSLSEEEKKELQVFSAQRKKEALGRGTIKLLSRAVMHAVCEQCGLKINGGEVAVFASRAGPGVCWHPSCFVCFTCNELLVDLIYFYQDGKIHCGRHHAELLKPRCSACDEIIFADECTEAEGRHWHMKHFCCLECETVLGGQRYIMKDGRPFCCGCFESLYAEYCETCGEHIGVDHAQMTYDGQHWHATEACFSCAQCKASLLGCPFLPKQGQI.... Result: 1 (interaction).